Dataset: Reaction yield outcomes from USPTO patents with 853,638 reactions. Task: Predict the reaction yield, written as a fraction of the theoretical maximum amount of product (1.0 means a 100% yield; for example, 0.34 means a 34% yield). (1) The reactants are [NH2:1][C:2]1[N:10]=[C:9]([F:11])[N:8]=[C:7]2[C:3]=1[N:4]=[C:5]([CH2:18][C:19]1[C:27]([I:28])=[CH:26][C:22]3[O:23][CH2:24][O:25][C:21]=3[CH:20]=1)[N:6]2[CH2:12][CH2:13][O:14][CH2:15][CH2:16][OH:17].Cl[S:30]([NH2:33])(=[O:32])=[O:31].C([O-])([O-])=O.[Ca+2]. The catalyst is CN(C=O)C. The product is [NH2:1][C:2]1[N:10]=[C:9]([F:11])[N:8]=[C:7]2[C:3]=1[N:4]=[C:5]([CH2:18][C:19]1[C:27]([I:28])=[CH:26][C:22]3[O:23][CH2:24][O:25][C:21]=3[CH:20]=1)[N:6]2[CH2:12][CH2:13][O:14][CH2:15][CH2:16][O:17][S:30](=[O:32])(=[O:31])[NH2:33]. The yield is 0.710. (2) The reactants are [Cl:1][C:2]1[C:3]([F:14])=[C:4]([CH:7]=[C:8]([C:10]([F:13])([F:12])[F:11])[CH:9]=1)[CH:5]=[O:6].S([O-])(O[O-])(=O)=[O:16].[K+].[K+].[OH-].[Na+].Cl.C[N:27]([CH:29]=O)C. The catalyst is C(Cl)Cl. The product is [CH:29]1([NH2+:27][CH:2]2[CH2:9][CH2:8][CH2:7][CH2:4][CH2:3]2)[CH2:4][CH2:3][CH2:2][CH2:9][CH2:8]1.[Cl:1][C:2]1[C:3]([F:14])=[C:4]([CH:7]=[C:8]([C:10]([F:12])([F:13])[F:11])[CH:9]=1)[C:5]([O-:16])=[O:6]. The yield is 0.867. (3) The reactants are [C:1]([O:5][CH2:6][CH3:7])(=[O:4])[C:2]#[CH:3].[Li]CCCC.I[C:14]1[CH:21]=[CH:20][C:17]([C:18]#[N:19])=[CH:16][CH:15]=1. The catalyst is O1CCCC1.[Cl-].[Cl-].[Zn+2].Cl[Pd](Cl)([P](C1C=CC=CC=1)(C1C=CC=CC=1)C1C=CC=CC=1)[P](C1C=CC=CC=1)(C1C=CC=CC=1)C1C=CC=CC=1. The product is [C:18]([C:17]1[CH:20]=[CH:21][C:14]([C:3]#[C:2][C:1]([O:5][CH2:6][CH3:7])=[O:4])=[CH:15][CH:16]=1)#[N:19]. The yield is 0.270. (4) The reactants are [NH:1]1[C:5]2[CH:6]=[CH:7][C:8]([C:10]#[N:11])=[CH:9][C:4]=2[N:3]=[CH:2]1.[NH2:12][OH:13]. The catalyst is CCO. The product is [OH:13][N:12]=[C:10]([C:8]1[CH:7]=[CH:6][C:5]2[NH:1][CH:2]=[N:3][C:4]=2[CH:9]=1)[NH2:11]. The yield is 0.930. (5) The reactants are CC(C)=O.[CH3:5][O:6][C:7]1[CH:16]=[C:15]2[C:10]([CH:11]=[CH:12][N:13]=[C:14]2[N:17]2[CH2:22][CH2:21][NH:20][CH2:19][CH2:18]2)=[CH:9][CH:8]=1.[F:23][C:24]1[CH:31]=[CH:30][C:27]([CH2:28]Br)=[CH:26][CH:25]=1. The catalyst is C(N(CC)CC)C. The product is [F:23][C:24]1[CH:31]=[CH:30][C:27]([CH2:28][N:20]2[CH2:21][CH2:22][N:17]([C:14]3[C:15]4[C:10](=[CH:9][CH:8]=[C:7]([O:6][CH3:5])[CH:16]=4)[CH:11]=[CH:12][N:13]=3)[CH2:18][CH2:19]2)=[CH:26][CH:25]=1. The yield is 0.790. (6) The product is [CH3:12][C:13]([NH:4][C:5]1[CH:10]=[CH:9][C:8]([CH3:11])=[CH:7][CH:6]=1)([CH3:15])[C:1]#[N:2]. The yield is 0.950. The reactants are [C-:1]#[N:2].[Na+].[NH2:4][C:5]1[CH:10]=[CH:9][C:8]([CH3:11])=[CH:7][CH:6]=1.[CH3:12][C:13]([CH3:15])=O.C(OCC)(=O)C. The catalyst is C(O)(=O)C. (7) The reactants are [CH3:1][S:2]([C:5]1[CH:10]=[CH:9][C:8]([C:11]2[C:15]3[N:16]=[CH:17][N:18]=[C:19](O)[C:14]=3[O:13][N:12]=2)=[CH:7][CH:6]=1)(=[O:4])=[O:3].O=P(Cl)(Cl)[Cl:23]. No catalyst specified. The product is [Cl:23][C:19]1[C:14]2[O:13][N:12]=[C:11]([C:8]3[CH:9]=[CH:10][C:5]([S:2]([CH3:1])(=[O:4])=[O:3])=[CH:6][CH:7]=3)[C:15]=2[N:16]=[CH:17][N:18]=1. The yield is 0.801.